Predict which catalyst facilitates the given reaction. From a dataset of Catalyst prediction with 721,799 reactions and 888 catalyst types from USPTO. Reactant: Br[CH2:2][C:3]1[N:4]([C:32]2[CH:37]=[CH:36][C:35]([N+:38]([O-:40])=[O:39])=[CH:34][CH:33]=2)[N:5]=[C:6]2[C:11]=1[C:10](=[O:12])[N:9]([C:13]1[CH:18]=[CH:17][CH:16]=[C:15]([O:19][CH3:20])[C:14]=1[F:21])[C:8](=[O:22])[N:7]2[CH2:23][C:24]1[C:29]([F:30])=[CH:28][CH:27]=[CH:26][C:25]=1[F:31].[CH3:41][NH:42][CH3:43]. Product: [F:30][C:29]1[CH:28]=[CH:27][CH:26]=[C:25]([F:31])[C:24]=1[CH2:23][N:7]1[C:6]2=[N:5][N:4]([C:32]3[CH:33]=[CH:34][C:35]([N+:38]([O-:40])=[O:39])=[CH:36][CH:37]=3)[C:3]([CH2:2][N:42]([CH3:43])[CH3:41])=[C:11]2[C:10](=[O:12])[N:9]([C:13]2[CH:18]=[CH:17][CH:16]=[C:15]([O:19][CH3:20])[C:14]=2[F:21])[C:8]1=[O:22]. The catalyst class is: 7.